The task is: Predict the reaction yield, written as a fraction of the theoretical maximum amount of product (1.0 means a 100% yield; for example, 0.34 means a 34% yield).. This data is from Reaction yield outcomes from USPTO patents with 853,638 reactions. (1) The reactants are C[O:2][C:3](=[O:25])[C:4]1[CH:9]=[CH:8][C:7]([O:10][CH2:11][C:12]2[C:13]([C:18]3[CH:23]=[CH:22][C:21]([Cl:24])=[CH:20][N:19]=3)=[N:14][O:15][C:16]=2[CH3:17])=[N:6][CH:5]=1.COC(=O)C1C=CC(OCC2C(C3C=CC=CN=3)=NOC=2C)=NC=1. The yield is 0.350. No catalyst specified. The product is [Cl:24][C:21]1[CH:22]=[CH:23][C:18]([C:13]2[C:12]([CH2:11][O:10][C:7]3[CH:8]=[CH:9][C:4]([C:3]([OH:25])=[O:2])=[CH:5][N:6]=3)=[C:16]([CH3:17])[O:15][N:14]=2)=[N:19][CH:20]=1. (2) The reactants are [NH2:1][C@@:2]([C:17]1[CH:22]=[C:21]([Br:23])[CH:20]=[CH:19][C:18]=1[F:24])([CH3:16])[C:3]([F:15])([F:14])[C:4]([CH3:13])([O:6][CH2:7][C:8](OCC)=[O:9])[CH3:5].C[Al](C)C.C(=O)([O-])O.[Na+]. The catalyst is C1(C)C=CC=CC=1. The product is [Br:23][C:21]1[CH:20]=[CH:19][C:18]([F:24])=[C:17]([C@:2]2([CH3:16])[C:3]([F:15])([F:14])[C:4]([CH3:13])([CH3:5])[O:6][CH2:7][C:8](=[O:9])[NH:1]2)[CH:22]=1. The yield is 0.978. (3) The reactants are [Si:1]([O:18][CH2:19][C@H:20]1[C@@H:24]([OH:25])[CH:23]=[CH:22][CH2:21]1)([C:14]([CH3:17])([CH3:16])[CH3:15])([C:8]1[CH:13]=[CH:12][CH:11]=[CH:10][CH:9]=1)[C:2]1[CH:7]=[CH:6][CH:5]=[CH:4][CH:3]=1.[Cr](O[Cr]([O-])(=O)=O)([O-])(=O)=O.[NH+]1C=CC=CC=1.[NH+]1C=CC=CC=1. The catalyst is C(Cl)Cl. The product is [Si:1]([O:18][CH2:19][C@H:20]1[C:24](=[O:25])[CH:23]=[CH:22][CH2:21]1)([C:14]([CH3:17])([CH3:15])[CH3:16])([C:8]1[CH:13]=[CH:12][CH:11]=[CH:10][CH:9]=1)[C:2]1[CH:3]=[CH:4][CH:5]=[CH:6][CH:7]=1. The yield is 0.790. (4) The reactants are Cl[C:2]1[CH:3]=[C:4]([O:8][CH3:9])[CH:5]=[CH:6][CH:7]=1.[CH3:10][O:11][C:12]1[CH:17]=[CH:16][C:15](B(O)O)=[CH:14][CH:13]=1.[F-].[K+]. The catalyst is C1(C)C=CC=CC=1. The product is [CH3:9][O:8][C:4]1[CH:3]=[C:2]([C:15]2[CH:16]=[CH:17][C:12]([O:11][CH3:10])=[CH:13][CH:14]=2)[CH:7]=[CH:6][CH:5]=1. The yield is 0.970.